This data is from Catalyst prediction with 721,799 reactions and 888 catalyst types from USPTO. The task is: Predict which catalyst facilitates the given reaction. (1) Reactant: CCN(C(C)C)C(C)C.[Cl:10][C:11]1[CH:19]=[CH:18][C:14]([C:15]([OH:17])=O)=[CH:13][CH:12]=1.CN(C(ON1N=NC2C=CC=CC1=2)=[N+](C)C)C.[B-](F)(F)(F)F.[CH3:42][NH:43][C@@H:44]([CH2:51][CH2:52][CH2:53][CH3:54])[CH2:45][N:46]1[CH2:49][CH:48]([OH:50])[CH2:47]1. Product: [Cl:10][C:11]1[CH:12]=[CH:13][C:14]([C:15]([N:43]([C@@H:44]([CH2:51][CH2:52][CH2:53][CH3:54])[CH2:45][N:46]2[CH2:47][CH:48]([OH:50])[CH2:49]2)[CH3:42])=[O:17])=[CH:18][CH:19]=1. The catalyst class is: 2. (2) Reactant: [CH3:1][O:2][C:3](=[O:27])[C:4]1[CH:9]=[CH:8][C:7]([S:10]([N:13]2[C:21]3[C:16](=[CH:17][CH:18]=[CH:19][CH:20]=3)[C:15]([C:22]3[CH2:26][CH2:25][CH2:24][CH:23]=3)=[CH:14]2)(=[O:12])=[O:11])=[CH:6][CH:5]=1.C(OCC)(=O)C.[H][H]. The catalyst class is: 63. Product: [CH3:1][O:2][C:3](=[O:27])[C:4]1[CH:9]=[CH:8][C:7]([S:10]([N:13]2[C:21]3[C:16](=[CH:17][CH:18]=[CH:19][CH:20]=3)[C:15]([CH:22]3[CH2:23][CH2:24][CH2:25][CH2:26]3)=[CH:14]2)(=[O:11])=[O:12])=[CH:6][CH:5]=1.